Task: Predict the reactants needed to synthesize the given product.. Dataset: Full USPTO retrosynthesis dataset with 1.9M reactions from patents (1976-2016) (1) Given the product [Cl:18][C:5]1[C:4]2[C:9](=[CH:10][CH:11]=[C:2]([CH3:1])[CH:3]=2)[N:8]=[CH:7][C:6]=1[N+:12]([O-:14])=[O:13], predict the reactants needed to synthesize it. The reactants are: [CH3:1][C:2]1[CH:3]=[C:4]2[C:9](=[CH:10][CH:11]=1)[N:8]=[CH:7][C:6]([N+:12]([O-:14])=[O:13])=[C:5]2O.O=P(Cl)(Cl)[Cl:18]. (2) Given the product [CH3:1][O:2][C:3]1[CH:4]=[C:5]2[C:10](=[CH:11][C:12]=1[O:13][CH3:14])[N:9]=[CH:8][CH:7]=[C:6]2[O:15][C:16]1[C:22]([CH3:23])=[CH:21][C:19]([NH:20][C:43](=[O:49])[O:42][CH2:40][C:56]2[CH:59]=[CH:60][C:53]([C:52]([F:62])([F:61])[F:51])=[CH:54][CH:55]=2)=[C:18]([CH3:24])[CH:17]=1, predict the reactants needed to synthesize it. The reactants are: [CH3:1][O:2][C:3]1[CH:4]=[C:5]2[C:10](=[CH:11][C:12]=1[O:13][CH3:14])[N:9]=[CH:8][CH:7]=[C:6]2[O:15][C:16]1[C:22]([CH3:23])=[CH:21][C:19]([NH2:20])=[C:18]([CH3:24])[CH:17]=1.C1(C)C=CC=CC=1.C(N(CC)CC)C.Cl[C:40](Cl)([O:42][C:43](=[O:49])OC(Cl)(Cl)Cl)Cl.[F:51][C:52]([F:62])([F:61])[C:53]1[CH:60]=[CH:59][C:56](CO)=[CH:55][CH:54]=1. (3) The reactants are: [NH2:1][C:2]1[S:3][CH:4]=[C:5]([CH2:7][O:8]/[N:9]=[C:10](/[C:18]2[CH:23]=[CH:22][CH:21]=[CH:20][CH:19]=2)\[C:11]2[N:12]([CH3:17])[O:13][C:14](=[O:16])[N:15]=2)[N:6]=1.N1C=CC=CC=1.[Cl:30][C:31]1[CH:36]=[CH:35][C:34]([CH2:37][C:38](Cl)=[O:39])=[CH:33][CH:32]=1. Given the product [Cl:30][C:31]1[CH:36]=[CH:35][C:34]([CH2:37][C:38]([NH:1][C:2]2[S:3][CH:4]=[C:5]([CH2:7][O:8]/[N:9]=[C:10](\[C:11]3[N:12]([CH3:17])[O:13][C:14](=[O:16])[N:15]=3)/[C:18]3[CH:23]=[CH:22][CH:21]=[CH:20][CH:19]=3)[N:6]=2)=[O:39])=[CH:33][CH:32]=1, predict the reactants needed to synthesize it. (4) The reactants are: C[O:2][C:3](=[O:26])[C:4]1[CH:9]=[CH:8][C:7]([C:10]2[C:15]([C:16]#[C:17][C:18]3[CH:19]=[N:20][C:21]([NH2:24])=[CH:22][CH:23]=3)=[C:14]([CH3:25])[N:13]=[CH:12][N:11]=2)=[CH:6][CH:5]=1.[Li+].[OH-]. Given the product [NH2:24][C:21]1[N:20]=[CH:19][C:18]([C:17]#[C:16][C:15]2[C:10]([C:7]3[CH:6]=[CH:5][C:4]([C:3]([OH:26])=[O:2])=[CH:9][CH:8]=3)=[N:11][CH:12]=[N:13][C:14]=2[CH3:25])=[CH:23][CH:22]=1, predict the reactants needed to synthesize it. (5) The reactants are: [Br:1][C:2]1[CH:8]=[CH:7][CH:6]=[C:5](Br)[C:3]=1[NH2:4].BrC1C2N=C(S)SC=2C=CC=1.[Cl:21][C:22]1[S:23]C2C=CC(Cl)=CC=2N=1. Given the product [Br:1][C:2]1[C:3]2[N:4]=[C:22]([Cl:21])[S:23][C:5]=2[CH:6]=[CH:7][CH:8]=1, predict the reactants needed to synthesize it. (6) Given the product [CH2:43]([O:42][C:40](=[O:41])[CH2:1][CH2:2][CH2:3][CH2:4][CH2:5][CH2:6][CH2:7][CH2:8][CH2:9][CH2:10][C:11]([C:23]([O:25][CH2:26][C:27]1[CH:28]=[CH:29][CH:30]=[CH:31][CH:32]=1)=[O:24])([CH2:12][CH2:13][CH2:14][CH2:15][CH2:16][CH2:17][CH2:18][CH2:19][CH2:20][CH2:21][CH3:22])[C:33]([OH:35])=[O:34])[C:44]1[CH:49]=[CH:48][CH:47]=[CH:46][CH:45]=1, predict the reactants needed to synthesize it. The reactants are: [CH2:1]([C:40]([O:42][CH2:43][C:44]1[CH:49]=[CH:48][CH:47]=[CH:46][CH:45]=1)=[O:41])[CH2:2][CH2:3][CH2:4][CH2:5][CH2:6][CH2:7][CH2:8][CH2:9][CH2:10][C:11]([C:33]([O:35]C(C)(C)C)=[O:34])([C:23]([O:25][CH2:26][C:27]1[CH:32]=[CH:31][CH:30]=[CH:29][CH:28]=1)=[O:24])[CH2:12][CH2:13][CH2:14][CH2:15][CH2:16][CH2:17][CH2:18][CH2:19][CH2:20][CH2:21][CH3:22].C(O)(C(F)(F)F)=O. (7) Given the product [CH:7]1([NH:13][C:14]2[N:19]3[N:20]=[C:21]([NH:23][C:33](=[O:34])[C:30]4[CH:29]=[CH:28][C:27]([CH2:26][N:36]5[CH2:41][CH2:40][O:39][CH2:38][CH2:37]5)=[N:32][CH:31]=4)[N:22]=[C:18]3[CH:17]=[CH:16][CH:15]=2)[CH2:8][CH2:9][CH2:10][CH2:11][CH2:12]1, predict the reactants needed to synthesize it. The reactants are: N1C=CC=CC=1.[CH:7]1([NH:13][C:14]2[N:19]3[N:20]=[C:21]([NH2:23])[N:22]=[C:18]3[CH:17]=[CH:16][CH:15]=2)[CH2:12][CH2:11][CH2:10][CH2:9][CH2:8]1.Cl.Cl[CH2:26][C:27]1[N:32]=[CH:31][C:30]([C:33](Cl)=[O:34])=[CH:29][CH:28]=1.[NH:36]1[CH2:41][CH2:40][O:39][CH2:38][CH2:37]1.